From a dataset of Full USPTO retrosynthesis dataset with 1.9M reactions from patents (1976-2016). Predict the reactants needed to synthesize the given product. (1) Given the product [F:1][C:2]1[CH:3]=[CH:4][C:5]([O:6][C:7]2[CH:12]=[CH:11][C:10]([N:13]3[C:40]([OH:41])=[C:39]([OH:42])[N:16]([C:17]4[CH:18]=[CH:19][C:20]([O:23][C:24]5[CH:29]=[CH:28][N:27]=[C:26]6[NH:30][N:31]=[CH:32][C:25]=56)=[CH:21][CH:22]=4)[C:14]3=[O:15])=[CH:9][C:8]=2[C:33]([F:35])([F:36])[F:34])=[CH:37][CH:38]=1, predict the reactants needed to synthesize it. The reactants are: [F:1][C:2]1[CH:38]=[CH:37][C:5]([O:6][C:7]2[CH:12]=[CH:11][C:10]([NH:13][C:14]([NH:16][C:17]3[CH:22]=[CH:21][C:20]([O:23][C:24]4[CH:29]=[CH:28][N:27]=[C:26]5[NH:30][N:31]=[CH:32][C:25]=45)=[CH:19][CH:18]=3)=[O:15])=[CH:9][C:8]=2[C:33]([F:36])([F:35])[F:34])=[CH:4][CH:3]=1.[C:39](O)(=[O:42])[CH:40]=[O:41]. (2) Given the product [OH:19][CH:15]([C:11]1[CH:12]=[CH:13][CH:14]=[C:9]([NH:8][CH2:2][C:3]2([OH:1])[CH2:7][CH2:6][CH2:5][CH2:4]2)[CH:10]=1)[CH2:16][C:17]#[N:18], predict the reactants needed to synthesize it. The reactants are: [O:1]1[C:3]2([CH2:7][CH2:6][CH2:5][CH2:4]2)[CH2:2]1.[NH2:8][C:9]1[CH:10]=[C:11]([CH:15]([OH:19])[CH2:16][C:17]#[N:18])[CH:12]=[CH:13][CH:14]=1. (3) The reactants are: C1(OC)C=CC=CC=1.FC(F)(F)C(O)=O.[NH2:16][C:17]1[S:18][CH:19]=[C:20]([C:22](=[N:52][O:53][C:54]([C:57]([OH:59])=[O:58])(C)C)[C:23]([NH:25][CH:26]2[C:50](=[O:51])[N:28]3[C:29]([C:47]([OH:49])=[O:48])=[C:30]([CH:33]=[CH:34][C:35]4[CH:40]=[CH:39][C:38]([N+:41]([O-:43])=[O:42])=[CH:37][C:36]=4[N+:44]([O-:46])=[O:45])[CH2:31][S:32][C@H:27]23)=[O:24])[N:21]=1. Given the product [NH2:16][C:17]1[S:18][CH:19]=[C:20]([C:22](=[N:52][O:53][CH2:54][C:57]([OH:59])=[O:58])[C:23]([NH:25][CH:26]2[C:50](=[O:51])[N:28]3[C:29]([C:47]([OH:49])=[O:48])=[C:30]([CH:33]=[CH:34][C:35]4[CH:40]=[CH:39][C:38]([N+:41]([O-:43])=[O:42])=[CH:37][C:36]=4[N+:44]([O-:46])=[O:45])[CH2:31][S:32][C@H:27]23)=[O:24])[N:21]=1, predict the reactants needed to synthesize it. (4) Given the product [Cl:10][C:6]1[C:3]([C:4]#[N:5])=[C:2]([OH:12])[N:9]=[CH:8][CH:7]=1, predict the reactants needed to synthesize it. The reactants are: N[C:2]1[N:9]=[CH:8][CH:7]=[C:6]([Cl:10])[C:3]=1[C:4]#[N:5].N([O-])=[O:12].[Na+].O. (5) The reactants are: [CH3:1][O:2][C:3]1[CH:4]=[C:5]2[C:10](=[CH:11][CH:12]=1)[CH:9]=[N:8][CH2:7][CH:6]2[CH2:13][CH2:14][CH2:15][C:16]([NH:18][CH3:19])=[O:17]. Given the product [CH3:1][O:2][C:3]1[CH:4]=[C:5]2[C:10](=[CH:11][CH:12]=1)[CH2:9][NH:8][CH2:7][CH:6]2[CH2:13][CH2:14][CH2:15][C:16]([NH:18][CH3:19])=[O:17], predict the reactants needed to synthesize it.